From a dataset of Forward reaction prediction with 1.9M reactions from USPTO patents (1976-2016). Predict the product of the given reaction. Given the reactants Cl[C:2]1[C:11]2[C:6](=[CH:7][C:8]([O:12][CH3:13])=[CH:9][CH:10]=2)[C:5]([C:14]2[CH:19]=[CH:18][CH:17]=[CH:16][CH:15]=2)=[C:4]([C:20]#[N:21])[N:3]=1.[CH3:22][O-:23].[Na+], predict the reaction product. The product is: [CH3:22][O:23][C:2]1[C:11]2[C:6](=[CH:7][C:8]([O:12][CH3:13])=[CH:9][CH:10]=2)[C:5]([C:14]2[CH:19]=[CH:18][CH:17]=[CH:16][CH:15]=2)=[C:4]([C:20]#[N:21])[N:3]=1.